Predict the reactants needed to synthesize the given product. From a dataset of Full USPTO retrosynthesis dataset with 1.9M reactions from patents (1976-2016). (1) Given the product [C:31]([Si:28]([CH3:30])([CH3:29])[O:19][C:15]1[CH:14]=[C:13]([C:11]2[N:12]=[C:7]([N:1]3[CH2:6][CH2:5][O:4][CH2:3][CH2:2]3)[C:8]3[S:22][CH:21]=[CH:20][C:9]=3[N:10]=2)[CH:18]=[CH:17][CH:16]=1)([CH3:34])([CH3:33])[CH3:32], predict the reactants needed to synthesize it. The reactants are: [N:1]1([C:7]2[C:8]3[S:22][CH:21]=[CH:20][C:9]=3[N:10]=[C:11]([C:13]3[CH:14]=[C:15]([OH:19])[CH:16]=[CH:17][CH:18]=3)[N:12]=2)[CH2:6][CH2:5][O:4][CH2:3][CH2:2]1.N1C=CN=C1.[Si:28](Cl)([C:31]([CH3:34])([CH3:33])[CH3:32])([CH3:30])[CH3:29]. (2) Given the product [CH2:33]([N:32]([CH2:31][C:30]1[CH:35]=[CH:36][C:27]([C:26]([F:25])([F:37])[F:38])=[CH:28][CH:29]=1)[C:20](=[O:22])[CH2:19][O:18][C:17]1[CH:16]=[CH:15][C:14]([CH2:13][CH2:12][S:11][C:6]2[CH:7]=[CH:8][CH:9]=[CH:10][C:5]=2[C:3]([O:2][CH3:1])=[O:4])=[CH:24][CH:23]=1)[CH3:34], predict the reactants needed to synthesize it. The reactants are: [CH3:1][O:2][C:3]([C:5]1[CH:10]=[CH:9][CH:8]=[CH:7][C:6]=1[S:11][CH2:12][CH2:13][C:14]1[CH:24]=[CH:23][C:17]([O:18][CH2:19][C:20]([OH:22])=O)=[CH:16][CH:15]=1)=[O:4].[F:25][C:26]([F:38])([F:37])[C:27]1[CH:36]=[CH:35][C:30]([CH2:31][NH:32][CH2:33][CH3:34])=[CH:29][CH:28]=1.F[B-](F)(F)F.N1(OC(N(C)C)=[N+](C)C)C2C=CC=CC=2N=N1.C(N(C(C)C)C(C)C)C. (3) Given the product [Cl:1][C:2]1[C:3]([N:19]2[CH2:24][CH2:23][CH:22]([C:25]([O:27][CH3:28])=[O:26])[CH2:21][CH2:20]2)=[N:4][CH:5]=[C:6]([C:12]2[O:13][C:14]([CH2:17][CH3:18])=[CH:15][N:16]=2)[C:7]=1[N:31]([CH3:32])[CH3:30], predict the reactants needed to synthesize it. The reactants are: [Cl:1][C:2]1[C:3]([N:19]2[CH2:24][CH2:23][CH:22]([C:25]([O:27][CH3:28])=[O:26])[CH2:21][CH2:20]2)=[N:4][CH:5]=[C:6]([C:12]2[O:13][C:14]([CH2:17][CH3:18])=[CH:15][N:16]=2)[C:7]=1S(C)(=O)=O.C[CH2:30][N:31](C(C)C)[CH:32](C)C.CNC. (4) Given the product [Cl:18][C:19]1[CH:24]=[CH:23][C:22]([S:25][CH:9]([C:3]2[CH:4]=[C:5]([F:8])[CH:6]=[CH:7][C:2]=2[F:1])[C:10]2[CH:15]=[C:14]([CH3:16])[CH:13]=[CH:12][N:11]=2)=[CH:21][CH:20]=1, predict the reactants needed to synthesize it. The reactants are: [F:1][C:2]1[CH:7]=[CH:6][C:5]([F:8])=[CH:4][C:3]=1[CH:9](O)[C:10]1[CH:15]=[C:14]([CH3:16])[CH:13]=[CH:12][N:11]=1.[Cl:18][C:19]1[CH:24]=[CH:23][C:22]([SH:25])=[CH:21][CH:20]=1.C(=O)([O-])[O-].[K+].[K+].C(OCC)C. (5) Given the product [CH3:1][O:2][C:3](=[O:25])[C@@H:4]([O:22][CH2:23][CH3:24])[CH2:5][C:7]1[CH:12]=[CH:11][C:10]([O:13][CH2:14][C:15]2[CH:20]=[CH:19][CH:18]=[CH:17][CH:16]=2)=[CH:9][C:8]=1[Cl:21], predict the reactants needed to synthesize it. The reactants are: [CH3:1][O:2][C:3](=[O:25])[C@@H:4]([O:22][CH2:23][CH3:24])[C@@H:5]([C:7]1[CH:12]=[CH:11][C:10]([O:13][CH2:14][C:15]2[CH:20]=[CH:19][CH:18]=[CH:17][CH:16]=2)=[CH:9][C:8]=1[Cl:21])O.C([SiH](CC)CC)C.